Dataset: Forward reaction prediction with 1.9M reactions from USPTO patents (1976-2016). Task: Predict the product of the given reaction. (1) Given the reactants [CH3:1][C:2]1[CH:7]=[C:6]([CH3:8])[N:5]=[C:4]([N:9]2[CH2:16][CH:15]3[CH:11]([CH2:12][NH:13][CH2:14]3)[CH2:10]2)[N:3]=1.CC(O)=O.[CH2:21]([O:23][C:24]1[CH:32]=[CH:31][CH:30]=[C:29]([O:33][CH2:34][CH3:35])[C:25]=1[C:26](O)=[O:27])[CH3:22], predict the reaction product. The product is: [CH2:34]([O:33][C:29]1[CH:30]=[CH:31][CH:32]=[C:24]([O:23][CH2:21][CH3:22])[C:25]=1[C:26]([N:13]1[CH2:14][CH:15]2[CH:11]([CH2:10][N:9]([C:4]3[N:5]=[C:6]([CH3:8])[CH:7]=[C:2]([CH3:1])[N:3]=3)[CH2:16]2)[CH2:12]1)=[O:27])[CH3:35]. (2) Given the reactants C[O:2][C:3]1[CH:8]=[C:7]([C:9]2[C:14]([CH3:15])=[CH:13][CH:12]=[C:11]([NH:16][C:17]([C:19]3([C:22]4[CH:27]=[CH:26][C:25]([O:28][CH3:29])=[CH:24][CH:23]=4)[CH2:21][CH2:20]3)=[O:18])[N:10]=2)[CH:6]=[CH:5][N:4]=1.C[Si](I)(C)C, predict the reaction product. The product is: [CH3:29][O:28][C:25]1[CH:26]=[CH:27][C:22]([C:19]2([C:17]([NH:16][C:11]3[CH:12]=[CH:13][C:14]([CH3:15])=[C:9]([C:7]4[CH:6]=[CH:5][NH:4][C:3](=[O:2])[CH:8]=4)[N:10]=3)=[O:18])[CH2:21][CH2:20]2)=[CH:23][CH:24]=1. (3) Given the reactants [N:1]([CH2:4][C@H:5]1[CH2:8][CH2:7][N:6]1[C:9]([O:11][C:12]([CH3:15])([CH3:14])[CH3:13])=[O:10])=[N+]=[N-].[H][H], predict the reaction product. The product is: [NH2:1][CH2:4][C@H:5]1[CH2:8][CH2:7][N:6]1[C:9]([O:11][C:12]([CH3:15])([CH3:14])[CH3:13])=[O:10]. (4) Given the reactants [Br:1][C:2]1[CH:7]=[CH:6][C:5]([NH:8][C:9](=[O:13])[CH2:10][CH2:11]Cl)=[CH:4][C:3]=1[Cl:14].[Cl-].[Al+3].[Cl-].[Cl-], predict the reaction product. The product is: [Br:1][C:2]1[CH:7]=[C:6]2[C:5](=[CH:4][C:3]=1[Cl:14])[NH:8][C:9](=[O:13])[CH2:10][CH2:11]2. (5) The product is: [NH2:2][CH2:1][C@@:3]1([CH3:21])[CH2:7][CH2:6][C@@H:5]([NH:8][C:9](=[O:18])[O:10][CH2:11][C:12]2[CH:13]=[CH:14][CH:15]=[CH:16][CH:17]=2)[C:4]1([CH3:20])[CH3:19]. Given the reactants [C:1]([C@@:3]1([CH3:21])[CH2:7][CH2:6][C@@H:5]([NH:8][C:9](=[O:18])[O:10][CH2:11][C:12]2[CH:17]=[CH:16][CH:15]=[CH:14][CH:13]=2)[C:4]1([CH3:20])[CH3:19])#[N:2], predict the reaction product. (6) The product is: [F:27][C:19]1[CH:20]=[C:21]([N+:24]([O-:26])=[O:25])[CH:22]=[CH:23][C:18]=1[O:17][C:11]1[C:10]2=[C:9]([CH3:28])[C:8]([OH:7])=[CH:16][N:15]2[N:14]=[CH:13][N:12]=1. Given the reactants C([O:7][C:8]1[C:9]([CH3:28])=[C:10]2[N:15]([CH:16]=1)[N:14]=[CH:13][N:12]=[C:11]2[O:17][C:18]1[CH:23]=[CH:22][C:21]([N+:24]([O-:26])=[O:25])=[CH:20][C:19]=1[F:27])(=O)C(C)(C)C.[OH-].[Na+], predict the reaction product. (7) Given the reactants [C:1]([C:5]1[C:13]2[O:12][CH:11]([CH2:14][NH2:15])[CH2:10][C:9]=2[CH:8]=[C:7]([Cl:16])[CH:6]=1)([CH3:4])([CH3:3])[CH3:2].C(N(C(C)C)CC)(C)C.Cl[C:27]([O:29][CH2:30][C:31]1[CH:36]=[CH:35][CH:34]=[CH:33][CH:32]=1)=[O:28], predict the reaction product. The product is: [C:1]([C:5]1[C:13]2[O:12][CH:11]([CH2:14][NH:15][C:27](=[O:28])[O:29][CH2:30][C:31]3[CH:36]=[CH:35][CH:34]=[CH:33][CH:32]=3)[CH2:10][C:9]=2[CH:8]=[C:7]([Cl:16])[CH:6]=1)([CH3:4])([CH3:2])[CH3:3]. (8) Given the reactants [Br:1][C:2]1[CH:3]=[N:4][C:5]2[C:10]([CH:11]=1)=[CH:9][C:8]([N+:12]([O-])=O)=[CH:7][C:6]=2[Br:15].[OH-].[Na+].CC1C=CC(COC(NNC(C2C=NC=CN=2)=O)=O)=CC=1.C(OCC)(=O)C, predict the reaction product. The product is: [NH2:12][C:8]1[CH:9]=[C:10]2[C:5](=[C:6]([Br:15])[CH:7]=1)[N:4]=[CH:3][C:2]([Br:1])=[CH:11]2.